This data is from Forward reaction prediction with 1.9M reactions from USPTO patents (1976-2016). The task is: Predict the product of the given reaction. (1) Given the reactants [CH2:1]([N:3]1[CH2:16][C@@H:15]2[C@H:10]([CH2:11][CH2:12][C@:13]3([CH3:26])[C:19]([C:20]4[CH:21]=[N:22][CH:23]=[CH:24][CH:25]=4)=[CH:18][CH2:17][C@H:14]32)[C@:9]2([CH3:27])[C:4]1=[CH:5][C:6](=[O:28])[CH2:7][CH2:8]2)[CH3:2].[Cl:29]C1C=C(B(OCC)OCC)C=NC=1, predict the reaction product. The product is: [CH2:1]([N:3]1[CH2:16][C@@H:15]2[C@H:10]([CH2:11][CH2:12][C@:13]3([CH3:26])[C:19]([C:20]4[CH:21]=[N:22][CH:23]=[C:24]([Cl:29])[CH:25]=4)=[CH:18][CH2:17][C@H:14]32)[C@:9]2([CH3:27])[C:4]1=[CH:5][C:6](=[O:28])[CH2:7][CH2:8]2)[CH3:2]. (2) Given the reactants C(OC([N:8]1[CH2:13][CH2:12][CH:11]([CH2:14][NH:15][C:16](=[O:47])[CH2:17][NH:18][C:19](=[O:46])[CH2:20][CH:21]2[C:34]3[C:29](=[CH:30][CH:31]=[CH:32][CH:33]=3)[C:28]3[CH:27]=[CH:26][CH:25]=[CH:24][C:23]=3[N:22]2[S:35]([C:38]2[CH:43]=[CH:42][C:41]([Cl:44])=[C:40]([Cl:45])[CH:39]=2)(=[O:37])=[O:36])[CH2:10][CH2:9]1)=O)(C)(C)C, predict the reaction product. The product is: [ClH:44].[Cl:45][C:40]1[CH:39]=[C:38]([S:35]([N:22]2[CH:21]([CH2:20][C:19]([NH:18][CH2:17][C:16](=[O:47])[NH:15][CH2:14][CH:11]3[CH2:10][CH2:9][NH:8][CH2:13][CH2:12]3)=[O:46])[C:34]3[C:29](=[CH:30][CH:31]=[CH:32][CH:33]=3)[C:28]3[CH:27]=[CH:26][CH:25]=[CH:24][C:23]2=3)(=[O:37])=[O:36])[CH:43]=[CH:42][C:41]=1[Cl:44]. (3) The product is: [NH2:2][CH2:1][CH2:3][C:4]1[CH:9]=[C:8]([O:10][CH3:11])[C:7]([O:12][CH3:13])=[CH:6][C:5]=1[CH2:14][C:15]#[N:16]. Given the reactants [C:1]([CH2:3][C:4]1[CH:9]=[C:8]([O:10][CH3:11])[C:7]([O:12][CH3:13])=[CH:6][C:5]=1[CH2:14][CH2:15][NH:16]C(=O)C(F)(F)F)#[N:2].C(O)C.C(=O)([O-])[O-].[K+].[K+], predict the reaction product. (4) Given the reactants Cl[C:2]1[N:7]=[C:6]([Cl:8])[CH:5]=[CH:4][N:3]=1.[NH2:9][CH2:10][CH2:11][C:12]1[CH:17]=[CH:16][C:15]([OH:18])=[CH:14][CH:13]=1, predict the reaction product. The product is: [Cl:8][C:6]1[CH:5]=[CH:4][N:3]=[C:2]([NH:9][CH2:10][CH2:11][C:12]2[CH:17]=[CH:16][C:15]([OH:18])=[CH:14][CH:13]=2)[N:7]=1.